This data is from Forward reaction prediction with 1.9M reactions from USPTO patents (1976-2016). The task is: Predict the product of the given reaction. Given the reactants [OH:1][C:2]1[C:10]2[N:9]=[C:8]([CH3:11])[N:7]([S:12]([C:15]3[CH:20]=[CH:19][C:18]([CH3:21])=[CH:17][CH:16]=3)(=[O:14])=[O:13])[C:6]=2[CH:5]=[C:4]([C:22]([N:24]([CH3:26])[CH3:25])=[O:23])[CH:3]=1, predict the reaction product. The product is: [CH3:22][N:24]([CH2:26][C:3]1[C:4]([C:22]([N:24]([CH3:26])[CH3:25])=[O:23])=[CH:5][C:6]2[N:7]([S:12]([C:15]3[CH:16]=[CH:17][C:18]([CH3:21])=[CH:19][CH:20]=3)(=[O:14])=[O:13])[C:8]([CH3:11])=[N:9][C:10]=2[C:2]=1[OH:1])[CH3:25].